This data is from Forward reaction prediction with 1.9M reactions from USPTO patents (1976-2016). The task is: Predict the product of the given reaction. (1) Given the reactants [OH:1][C:2]1[C:24]([O:25][CH3:26])=[CH:23][C:5]2[C:6]3[N:11]([CH:12]([CH:14]([CH3:16])[CH3:15])[CH2:13][C:4]=2[CH:3]=1)[CH:10]=[C:9]([C:17]([O:19][CH2:20][CH3:21])=[O:18])[C:8](=[O:22])[CH:7]=3.C(=O)([O-])[O-].[K+].[K+].Br[CH2:34][CH2:35][O:36][CH3:37].O, predict the reaction product. The product is: [CH:14]([CH:12]1[N:11]2[C:6](=[CH:7][C:8](=[O:22])[C:9]([C:17]([O:19][CH2:20][CH3:21])=[O:18])=[CH:10]2)[C:5]2[CH:23]=[C:24]([O:25][CH3:26])[C:2]([O:1][CH2:34][CH2:35][O:36][CH3:37])=[CH:3][C:4]=2[CH2:13]1)([CH3:16])[CH3:15]. (2) Given the reactants [CH2:1]([O:8][C:9]1[CH:23]=[C:22]([O:24][CH2:25][C:26]2[CH:31]=[CH:30][CH:29]=[CH:28][CH:27]=2)[C:21]([CH:32]([CH3:34])[CH3:33])=[CH:20][C:10]=1[C:11]([NH:13][N:14]1[CH2:19][CH2:18][CH2:17][CH2:16][CH2:15]1)=O)[C:2]1[CH:7]=[CH:6][CH:5]=[CH:4][CH:3]=1.COC1C=CC(P2(SP(C3C=CC(OC)=CC=3)(=S)S2)=[S:44])=CC=1, predict the reaction product. The product is: [CH2:1]([O:8][C:9]1[CH:23]=[C:22]([O:24][CH2:25][C:26]2[CH:31]=[CH:30][CH:29]=[CH:28][CH:27]=2)[C:21]([CH:32]([CH3:34])[CH3:33])=[CH:20][C:10]=1[C:11]([NH:13][N:14]1[CH2:19][CH2:18][CH2:17][CH2:16][CH2:15]1)=[S:44])[C:2]1[CH:7]=[CH:6][CH:5]=[CH:4][CH:3]=1. (3) Given the reactants C([N:8]1[CH2:13][CH2:12][C:11]([C:15]2[CH:20]=[CH:19][C:18]([O:21][C:22]3[CH:27]=[CH:26][CH:25]=[CH:24][CH:23]=3)=[CH:17][CH:16]=2)(O)[CH2:10][CH2:9]1)C1C=CC=CC=1.FC(F)(F)C(O)=O, predict the reaction product. The product is: [O:21]([C:18]1[CH:19]=[CH:20][C:15]([CH:11]2[CH2:12][CH2:13][NH:8][CH2:9][CH2:10]2)=[CH:16][CH:17]=1)[C:22]1[CH:23]=[CH:24][CH:25]=[CH:26][CH:27]=1. (4) The product is: [Br:1][C:2]1[CH:10]=[CH:9][C:8]([C:11]([NH2:12])=[O:13])=[C:7]2[C:3]=1[C:4]1[CH:17]=[C:16]([C:33]([OH:32])([CH3:29])[CH3:24])[N:15]=[CH:14][C:5]=1[NH:6]2. Given the reactants [Br:1][C:2]1[CH:10]=[CH:9][C:8]([C:11](=[O:13])[NH2:12])=[C:7]2[C:3]=1[C:4]1[CH:17]=[C:16](C(OCC)=O)[N:15]=[CH:14][C:5]=1[NH:6]2.Cl.[C:24]([O-])(O)=O.[Na+].[CH2:29]1[CH2:33][O:32]CC1, predict the reaction product. (5) Given the reactants [F:1][C:2]1[C:7]([F:8])=[CH:6][CH:5]=[CH:4][C:3]=1[C:9]1[N:17]=[C:12]2[CH:13]=[N:14][NH:15][CH:16]=[C:11]2[N:10]=1.Cl[CH2:19][C:20]1[CH:25]=[CH:24][C:23]([C:26]2[N:30]=[C:29]([CH3:31])[O:28][N:27]=2)=[CH:22][CH:21]=1, predict the reaction product. The product is: [CH:4](=[C:3]([C:9]1[N:10]=[C:11]2[CH:16]=[N:15][N:14]([CH2:19][C:20]3[CH:21]=[CH:22][C:23]([C:26]4[N:30]=[C:29]([CH3:31])[O:28][N:27]=4)=[CH:24][CH:25]=3)[CH:13]=[C:12]2[N:17]=1)[C:2]([F:1])=[C:7]([F:8])[CH3:6])[CH3:5].